From a dataset of Forward reaction prediction with 1.9M reactions from USPTO patents (1976-2016). Predict the product of the given reaction. (1) Given the reactants [Cl:1][C:2]1[CH:7]=[CH:6][C:5]([O:8][CH3:9])=[C:4]([C:10]([OH:12])=O)[C:3]=1[C:13]([OH:15])=O.[NH2:16][C:17]1[CH:22]=[CH:21][C:20]([CH2:23][C:24]([O:26][CH2:27][CH3:28])=[O:25])=[CH:19][CH:18]=1, predict the reaction product. The product is: [Cl:1][C:2]1[CH:7]=[CH:6][C:5]([O:8][CH3:9])=[C:4]2[C:3]=1[C:13](=[O:15])[N:16]([C:17]1[CH:18]=[CH:19][C:20]([CH2:23][C:24]([O:26][CH2:27][CH3:28])=[O:25])=[CH:21][CH:22]=1)[C:10]2=[O:12]. (2) Given the reactants [Cl:1][C:2]1[CH:16]=[CH:15][CH:14]=[CH:13][C:3]=1[C:4]([NH:6][CH:7]([CH2:11][CH3:12])[C:8]([OH:10])=O)=O.C(Cl)(=O)[C:18](Cl)=[O:19].C(N(CC)CC)C.[OH:30][N:31]1[C:35](=[O:36])[CH2:34][CH2:33][C:32]1=[O:37], predict the reaction product. The product is: [O:37]=[C:32]1[CH2:33][CH2:34][C:35](=[O:36])[N:31]1[O:30][C:18]([C:8]1[O:10][C:4]([C:3]2[CH:13]=[CH:14][CH:15]=[CH:16][C:2]=2[Cl:1])=[N:6][C:7]=1[CH2:11][CH3:12])=[O:19]. (3) Given the reactants [CH3:1][C@H:2]1[CH2:7][N:6]([C:8]2[CH:13]=[CH:12][N:11]=[CH:10][C:9]=2[NH:14][C:15]([C:17]2[N:22]=[C:21]3[C:23]([C:26]([CH3:28])=[CH2:27])=[CH:24][O:25][C:20]3=[CH:19][CH:18]=2)=[O:16])[CH2:5][C@@H:4]([NH:29][C:30](=[O:36])[O:31][C:32]([CH3:35])([CH3:34])[CH3:33])[CH2:3]1, predict the reaction product. The product is: [CH:26]([C:23]1[C:21]2=[N:22][C:17]([C:15]([NH:14][C:9]3[CH:10]=[N:11][CH:12]=[CH:13][C:8]=3[N:6]3[CH2:7][C@H:2]([CH3:1])[CH2:3][C@H:4]([NH:29][C:30](=[O:36])[O:31][C:32]([CH3:33])([CH3:34])[CH3:35])[CH2:5]3)=[O:16])=[CH:18][CH:19]=[C:20]2[O:25][CH:24]=1)([CH3:28])[CH3:27]. (4) Given the reactants [NH:1]1[CH2:6][CH2:5][CH:4]([CH2:7][O:8][C:9](=[O:20])[NH:10][C:11]2[CH:16]=[CH:15][C:14]([CH:17]([CH3:19])[CH3:18])=[CH:13][CH:12]=2)[CH2:3][CH2:2]1.Cl[C:22]1[C:31]2[C:26](=[CH:27][C:28]([O:34][CH3:35])=[C:29]([O:32][CH3:33])[CH:30]=2)[N:25]=[CH:24][N:23]=1, predict the reaction product. The product is: [CH3:33][O:32][C:29]1[CH:30]=[C:31]2[C:26](=[CH:27][C:28]=1[O:34][CH3:35])[N:25]=[CH:24][N:23]=[C:22]2[N:1]1[CH2:2][CH2:3][CH:4]([CH2:7][O:8][C:9](=[O:20])[NH:10][C:11]2[CH:12]=[CH:13][C:14]([CH:17]([CH3:18])[CH3:19])=[CH:15][CH:16]=2)[CH2:5][CH2:6]1. (5) Given the reactants [CH3:1][O:2][C:3]([C@@H:5]1[CH2:9][C@@H:8]([S:10]([C:13]2[CH:18]=[CH:17][CH:16]=[CH:15][CH:14]=2)(=[O:12])=[O:11])[CH2:7][N:6]1[C:19](=S)[CH2:20][C:21](=O)[CH3:22])=[O:4].[Cl:25][C:26]1[CH:31]=[C:30]([NH:32][NH2:33])[CH:29]=[CH:28][N:27]=1, predict the reaction product. The product is: [CH3:1][O:2][C:3]([C@@H:5]1[CH2:9][C@@H:8]([S:10]([C:13]2[CH:18]=[CH:17][CH:16]=[CH:15][CH:14]=2)(=[O:12])=[O:11])[CH2:7][N:6]1[C:19]1[N:32]([C:30]2[CH:29]=[CH:28][N:27]=[C:26]([Cl:25])[CH:31]=2)[N:33]=[C:21]([CH3:22])[CH:20]=1)=[O:4]. (6) Given the reactants Br[CH2:2][CH2:3][C:4]([C:13]1[CH:18]=[CH:17][CH:16]=[CH:15][CH:14]=1)([C:7]1[CH:12]=[CH:11][CH:10]=[CH:9][CH:8]=1)[C:5]#[N:6].[CH3:19][C:20]1[NH:21][CH:22]=[CH:23][N:24]=1.CS(C)=O.[P:29](=[O:33])([OH:32])([OH:31])[OH:30], predict the reaction product. The product is: [P:29]([OH:33])([OH:32])([OH:31])=[O:30].[CH3:19][C:20]1[N:21]([CH2:2][CH2:3][C:4]([C:13]2[CH:18]=[CH:17][CH:16]=[CH:15][CH:14]=2)([C:7]2[CH:12]=[CH:11][CH:10]=[CH:9][CH:8]=2)[C:5]#[N:6])[CH:22]=[CH:23][N:24]=1. (7) Given the reactants [NH2:1][C:2]1[CH:7]=[CH:6][CH:5]=[C:4]([F:8])[C:3]=1[CH2:9][OH:10].[Cr](O[Cr]([O-])(=O)=O)([O-])(=O)=O.[NH+]1C=CC=CC=1.[NH+]1C=CC=CC=1, predict the reaction product. The product is: [NH2:1][C:2]1[CH:7]=[CH:6][CH:5]=[C:4]([F:8])[C:3]=1[CH:9]=[O:10]. (8) The product is: [S:50]1[C:54]2[CH:55]=[CH:56][CH:57]=[CH:58][C:53]=2[N:52]=[C:51]1[CH2:59][NH:60][C:14]([C@@H:9]1[CH2:10][C@@H:11]([F:13])[CH2:12][N:8]1[C:6]([O:5][C:1]([CH3:2])([CH3:3])[CH3:4])=[O:7])=[O:16]. Given the reactants [C:1]([O:5][C:6]([N:8]1[CH2:12][C@H:11]([F:13])[CH2:10][C@H:9]1[C:14]([OH:16])=O)=[O:7])([CH3:4])([CH3:3])[CH3:2].CN(C(ON1N=NC2C=CC=CC1=2)=[N+](C)C)C.F[P-](F)(F)(F)(F)F.CCN(C(C)C)C(C)C.[S:50]1[C:54]2[CH:55]=[CH:56][CH:57]=[CH:58][C:53]=2[N:52]=[C:51]1[CH2:59][NH2:60], predict the reaction product.